Regression. Given two drug SMILES strings and cell line genomic features, predict the synergy score measuring deviation from expected non-interaction effect. From a dataset of Merck oncology drug combination screen with 23,052 pairs across 39 cell lines. (1) Cell line: A2058. Synergy scores: synergy=34.6. Drug 2: Cn1c(=O)n(-c2ccc(C(C)(C)C#N)cc2)c2c3cc(-c4cnc5ccccc5c4)ccc3ncc21. Drug 1: COC1=C2CC(C)CC(OC)C(O)C(C)C=C(C)C(OC(N)=O)C(OC)C=CC=C(C)C(=O)NC(=CC1=O)C2=O. (2) Drug 1: Cn1nnc2c(C(N)=O)ncn2c1=O. Drug 2: C=CCn1c(=O)c2cnc(Nc3ccc(N4CCN(C)CC4)cc3)nc2n1-c1cccc(C(C)(C)O)n1. Cell line: OVCAR3. Synergy scores: synergy=19.6. (3) Drug 1: CS(=O)(=O)CCNCc1ccc(-c2ccc3ncnc(Nc4ccc(OCc5cccc(F)c5)c(Cl)c4)c3c2)o1. Drug 2: COC1=C2CC(C)CC(OC)C(O)C(C)C=C(C)C(OC(N)=O)C(OC)C=CC=C(C)C(=O)NC(=CC1=O)C2=O. Cell line: SKOV3. Synergy scores: synergy=11.9.